From a dataset of Full USPTO retrosynthesis dataset with 1.9M reactions from patents (1976-2016). Predict the reactants needed to synthesize the given product. (1) Given the product [OH:5][C@@H:3]([CH3:4])[CH2:2][NH:1][C:11]([NH:10][C:6]([CH3:9])([CH3:8])[CH3:7])=[S:12], predict the reactants needed to synthesize it. The reactants are: [NH2:1][CH2:2][C@@H:3]([OH:5])[CH3:4].[C:6]([N:10]=[C:11]=[S:12])([CH3:9])([CH3:8])[CH3:7]. (2) Given the product [O:1]1[CH:5]=[CH:4][CH:3]=[C:2]1[CH2:6][NH:7][C:8]1[C:9]([C:10]([N:27]2[CH2:28][CH2:29][CH2:30][C@@H:26]2[C:24]([C:31]2[CH:36]=[CH:35][CH:34]=[CH:33][CH:32]=2)([C:18]2[CH:23]=[CH:22][CH:21]=[CH:20][CH:19]=2)[OH:25])=[O:12])=[CH:13][CH:14]=[C:15]([CH3:17])[N:16]=1, predict the reactants needed to synthesize it. The reactants are: [O:1]1[CH:5]=[CH:4][CH:3]=[C:2]1[CH2:6][NH:7][C:8]1[N:16]=[C:15]([CH3:17])[CH:14]=[CH:13][C:9]=1[C:10]([OH:12])=O.[C:18]1([C:24]([C:31]2[CH:36]=[CH:35][CH:34]=[CH:33][CH:32]=2)([CH:26]2[CH2:30][CH2:29][CH2:28][NH:27]2)[OH:25])[CH:23]=[CH:22][CH:21]=[CH:20][CH:19]=1.C1C=CC2N(O)N=NC=2C=1.CCN=C=NCCCN(C)C.Cl.C(=O)([O-])O.[Na+].